Dataset: Catalyst prediction with 721,799 reactions and 888 catalyst types from USPTO. Task: Predict which catalyst facilitates the given reaction. Reactant: C[O:2][C:3]([C:5]1([C:8]2[CH:13]=[CH:12][C:11]([O:14][CH3:15])=[C:10]([C:16](C)(C)[O:17][SiH2]C(C)(C)C)[CH:9]=2)[CH2:7][CH2:6]1)=[O:4]. Product: [OH:17][CH2:16][C:10]1[CH:9]=[C:8]([C:5]2([C:3]([OH:4])=[O:2])[CH2:7][CH2:6]2)[CH:13]=[CH:12][C:11]=1[O:14][CH3:15]. The catalyst class is: 24.